This data is from Forward reaction prediction with 1.9M reactions from USPTO patents (1976-2016). The task is: Predict the product of the given reaction. (1) The product is: [OH:1][CH:2]1[O:10][C@H:9]([CH2:11][OH:12])[C@H:7]([OH:8])[C@H:5]([OH:6])[C@H:3]1[OH:4]. Given the reactants [O:1]=[CH:2][C@@H:3]([C@H:5]([C@H:7]([C@@H:9]([CH2:11][OH:12])[OH:10])[OH:8])[OH:6])[OH:4].OC1O[C@H](CO)[C@@H](O)[C@H](O)[C@H]1NC(C)=O.OC1O[C@H](CO)[C@@H](O)[C@H](O)[C@@H]1O.O=C[C@H]([C@H]([C@@H]([C@@H](CO)O)O)O)O.OC1O[C@@H](C)[C@@H](O)[C@@H](O)[C@@H]1O.O=C[C@H]([C@@H]([C@@H]([C@H](C)O)O)O)O.C1C=C(C(O)=O)C(N)=CC=1.OC(C1(O[C@@H]([C@@H]([C@@H](CO)O)O)[C@H](NC(C)=O)[C@@H](O)C1)O)=O, predict the reaction product. (2) Given the reactants [CH:1]([C:4]1[CH:9]=[CH:8][C:7]([C:10]2[N:14]([CH2:15][CH2:16][O:17][CH3:18])[C:13]3[C:19]([O:25][CH3:26])=[CH:20][C:21]([CH:23]=[O:24])=[CH:22][C:12]=3[N:11]=2)=[CH:6][CH:5]=1)([CH3:3])[CH3:2].[CH3:27][Mg]I, predict the reaction product. The product is: [CH:1]([C:4]1[CH:9]=[CH:8][C:7]([C:10]2[N:14]([CH2:15][CH2:16][O:17][CH3:18])[C:13]3[C:19]([O:25][CH3:26])=[CH:20][C:21]([CH:23]([OH:24])[CH3:27])=[CH:22][C:12]=3[N:11]=2)=[CH:6][CH:5]=1)([CH3:3])[CH3:2]. (3) Given the reactants I[C:2]1[CH:7]=[CH:6][C:5]([C:8]([F:11])([F:10])[F:9])=[CH:4][CH:3]=1.[CH2:12]([OH:16])[CH2:13][C:14]#[CH:15], predict the reaction product. The product is: [F:9][C:8]([F:11])([F:10])[C:5]1[CH:6]=[CH:7][C:2]([C:15]#[C:14][CH2:13][CH2:12][OH:16])=[CH:3][CH:4]=1.